Dataset: Peptide-MHC class I binding affinity with 185,985 pairs from IEDB/IMGT. Task: Regression. Given a peptide amino acid sequence and an MHC pseudo amino acid sequence, predict their binding affinity value. This is MHC class I binding data. The peptide sequence is LLIQGLKTV. The MHC is HLA-B39:01 with pseudo-sequence HLA-B39:01. The binding affinity (normalized) is 0.0847.